From a dataset of Catalyst prediction with 721,799 reactions and 888 catalyst types from USPTO. Predict which catalyst facilitates the given reaction. (1) Product: [O:20]1[CH:24]=[CH:23][CH:22]=[C:21]1[C:2]1[C:3]2[CH:10]=[CH:9][N:8]([CH2:11][C:12]3[CH:17]=[CH:16][C:15]([O:18][CH3:19])=[CH:14][CH:13]=3)[C:4]=2[N:5]=[CH:6][N:7]=1. Reactant: Cl[C:2]1[C:3]2[CH:10]=[CH:9][N:8]([CH2:11][C:12]3[CH:17]=[CH:16][C:15]([O:18][CH3:19])=[CH:14][CH:13]=3)[C:4]=2[N:5]=[CH:6][N:7]=1.[O:20]1[CH:24]=[CH:23][CH:22]=[C:21]1[Sn](CCCC)(CCCC)CCCC. The catalyst class is: 233. (2) Reactant: C(N1C=CN=C1)(N1C=CN=C1)=O.[C:13]([O:17][C:18]([NH:20][CH:21]([C:26]1[CH:31]=[CH:30][C:29]([O:32][CH3:33])=[C:28]([O:34][CH2:35][CH3:36])[CH:27]=1)[CH2:22][C:23]([OH:25])=O)=[O:19])([CH3:16])([CH3:15])[CH3:14].Cl.[CH3:38][NH:39][O:40][CH3:41].CN1CCCCC1. Product: [C:13]([O:17][C:18]([NH:20][CH:21]([C:26]1[CH:31]=[CH:30][C:29]([O:32][CH3:33])=[C:28]([O:34][CH2:35][CH3:36])[CH:27]=1)[CH2:22][C:23]([N:39]([O:40][CH3:41])[CH3:38])=[O:25])=[O:19])([CH3:14])([CH3:15])[CH3:16]. The catalyst class is: 2. (3) Reactant: [Si:1]([O:8][C@H:9]1[CH2:18][C:17]([CH3:20])([CH3:19])[CH2:16][C:15]2[N:14]=[C:13]([CH:21]([CH3:23])[CH3:22])[C:12]3[C@@H:24]([C:33]4[C:38]([F:39])=[CH:37][C:36]([C:40]([F:43])([F:42])[F:41])=[CH:35][N:34]=4)[O:25][C:26]4([CH2:31][CH2:30][O:29][CH2:28][CH:27]4I)[C:11]=3[C:10]1=2)([C:4]([CH3:7])([CH3:6])[CH3:5])([CH3:3])[CH3:2]. Product: [Si:1]([O:8][C@H:9]1[CH2:18][C:17]([CH3:19])([CH3:20])[CH2:16][C:15]2[N:14]=[C:13]([CH:21]([CH3:23])[CH3:22])[C:12]3[C@@H:24]([C:33]4[C:38]([F:39])=[CH:37][C:36]([C:40]([F:42])([F:43])[F:41])=[CH:35][N:34]=4)[O:25][C:26]4([CH2:31][CH2:30][O:29][CH2:28][CH2:27]4)[C:11]=3[C:10]1=2)([C:4]([CH3:7])([CH3:6])[CH3:5])([CH3:2])[CH3:3]. The catalyst class is: 723. (4) Reactant: [OH:1][C:2]1[C:3]([C:16]([NH:18][C@H:19]([C:21]2[CH:26]=[CH:25][CH:24]=[CH:23][CH:22]=2)[CH3:20])=[O:17])=[CH:4][N:5]([CH2:9][C:10]2[CH:15]=[CH:14][CH:13]=[CH:12][CH:11]=2)[C:6](=[O:8])[CH:7]=1.OC1C([C:42]([OH:44])=[O:43])=CN(CC2C=CC=CC=2)C(=O)C=1.CN(C(ON1N=NC2C=CC=NC1=2)=[N+](C)C)C.F[P-](F)(F)(F)(F)F.C1([C@@H](N)C)C=CC=CC=1.[CH3:78][N:79](C)[CH:80]=[O:81]. Product: [OH:1][C:2]1[C:3]([C:16]([NH:18][C@H:19]([C:21]2[CH:22]=[CH:23][CH:24]=[CH:25][CH:26]=2)[CH3:20])=[O:17])=[CH:4][N:5]([CH2:9][C:10]2[CH:15]=[CH:14][CH:13]=[CH:12][CH:11]=2)[C:6](=[O:8])[C:7]=1[C:80]([NH:79][CH2:78][C:42]([OH:44])=[O:43])=[O:81]. The catalyst class is: 124. (5) Reactant: [CH:1]([C@H:14]1[O:19][CH2:18][C@@H:17]([NH2:20])[CH2:16][CH2:15]1)([C:8]1[CH:13]=[CH:12][CH:11]=[CH:10][CH:9]=1)[C:2]1[CH:7]=[CH:6][CH:5]=[CH:4][CH:3]=1.[N+:21]([C:24]1[CH:31]=[CH:30][C:27]([CH:28]=O)=[CH:26][CH:25]=1)([O-:23])=[O:22].C(O)(=O)C.[BH3-]C#N.[Na+]. Product: [CH:1]([C@H:14]1[O:19][CH2:18][C@@H:17]([NH:20][CH2:28][C:27]2[CH:30]=[CH:31][C:24]([N+:21]([O-:23])=[O:22])=[CH:25][CH:26]=2)[CH2:16][CH2:15]1)([C:8]1[CH:13]=[CH:12][CH:11]=[CH:10][CH:9]=1)[C:2]1[CH:3]=[CH:4][CH:5]=[CH:6][CH:7]=1. The catalyst class is: 525. (6) Reactant: Cl[C:2]1[C:11]2=[N:12][N:13](CC3C=CC(OC)=CC=3)[CH:14]=[C:10]2[C:9]2[CH:8]=[C:7]([O:24][CH3:25])[CH:6]=[CH:5][C:4]=2[N:3]=1.[CH3:26][C:27]1[CH:33]=[C:32]([N:34]2[CH2:39][CH2:38][N:37]([CH3:40])[CH2:36][CH2:35]2)[CH:31]=[CH:30][C:28]=1[NH2:29].Cl. Product: [CH3:25][O:24][C:7]1[CH:6]=[CH:5][C:4]2[N:3]=[C:2]([NH:29][C:28]3[CH:30]=[CH:31][C:32]([N:34]4[CH2:35][CH2:36][N:37]([CH3:40])[CH2:38][CH2:39]4)=[CH:33][C:27]=3[CH3:26])[C:11]3=[N:12][NH:13][CH:14]=[C:10]3[C:9]=2[CH:8]=1. The catalyst class is: 71. (7) Reactant: [CH2:1]([O:8][CH:9]([CH2:18][CH:19]=C)[CH2:10][C:11]1[CH:16]=[CH:15][CH:14]=[CH:13][C:12]=1[CH3:17])[C:2]1[CH:7]=[CH:6][CH:5]=[CH:4][CH:3]=1.[O:21]=[O+][O-]. Product: [CH2:1]([O:8][CH:9]([CH2:10][C:11]1[CH:16]=[CH:15][CH:14]=[CH:13][C:12]=1[CH3:17])[CH2:18][CH:19]=[O:21])[C:2]1[CH:7]=[CH:6][CH:5]=[CH:4][CH:3]=1. The catalyst class is: 2. (8) Reactant: [NH2:1][C:2]1[C:10]([O:11][CH3:12])=[CH:9][C:8]([Cl:13])=[CH:7][C:3]=1[C:4]([OH:6])=[O:5].Cl[C:15](Cl)([O:17]C(=O)OC(Cl)(Cl)Cl)Cl.C(OCC)C. Product: [Cl:13][C:8]1[CH:9]=[C:10]([O:11][CH3:12])[C:2]2[NH:1][C:15](=[O:17])[O:5][C:4](=[O:6])[C:3]=2[CH:7]=1. The catalyst class is: 7. (9) Reactant: [CH3:1][N:2]([CH3:8])[C@H:3]1[CH2:7][CH2:6][NH:5][CH2:4]1.C(N(CC)CC)C.F[C:17]1[C:18]([C:35]2[CH:40]=[CH:39][CH:38]=[CH:37][CH:36]=2)=[C:19]([CH3:34])[C:20]([C:32]#[N:33])=[C:21]2[C:25]=1[O:24][C:23]([C:26]1[CH:31]=[N:30][CH:29]=[CH:28][N:27]=1)=[N:22]2. Product: [CH3:1][N:2]([CH3:8])[C@H:3]1[CH2:7][CH2:6][N:5]([C:17]2[C:18]([C:35]3[CH:40]=[CH:39][CH:38]=[CH:37][CH:36]=3)=[C:19]([CH3:34])[C:20]([C:32]#[N:33])=[C:21]3[C:25]=2[O:24][C:23]([C:26]2[CH:31]=[N:30][CH:29]=[CH:28][N:27]=2)=[N:22]3)[CH2:4]1. The catalyst class is: 16.